Dataset: Reaction yield outcomes from USPTO patents with 853,638 reactions. Task: Predict the reaction yield, written as a fraction of the theoretical maximum amount of product (1.0 means a 100% yield; for example, 0.34 means a 34% yield). (1) The reactants are [C:1]1([C:7]2[N:8]=[C:9]([CH:12]=O)[S:10][CH:11]=2)[CH:6]=[CH:5][CH:4]=[CH:3][CH:2]=1.[NH2:14][C:15]1[CH:16]=[C:17]([CH:32]=[CH:33][CH:34]=1)[CH2:18][O:19][C:20]1[CH:25]=[CH:24][C:23]([CH2:26][CH2:27][C:28]([O:30][CH3:31])=[O:29])=[CH:22][CH:21]=1.C(O[BH-](OC(=O)C)OC(=O)C)(=O)C.[Na+].[CH:49](=O)[CH2:50][CH3:51]. The catalyst is O.ClCCCl.C(O)(=O)C. The product is [C:1]1([C:7]2[N:8]=[C:9]([CH2:12][N:14]([CH2:49][CH2:50][CH3:51])[C:15]3[CH:16]=[C:17]([CH:32]=[CH:33][CH:34]=3)[CH2:18][O:19][C:20]3[CH:21]=[CH:22][C:23]([CH2:26][CH2:27][C:28]([O:30][CH3:31])=[O:29])=[CH:24][CH:25]=3)[S:10][CH:11]=2)[CH:2]=[CH:3][CH:4]=[CH:5][CH:6]=1. The yield is 0.780. (2) The product is [CH:20]([C:15]1[C:13]2[NH:14][C:10]([C:7]3[CH:8]=[CH:9][C:4]([C:3]([OH:22])=[O:2])=[CH:5][CH:6]=3)=[N:11][C:12]=2[CH:18]=[CH:17][C:16]=1[OH:19])=[O:21]. The yield is 0.890. The reactants are C[O:2][C:3](=[O:22])[C:4]1[CH:9]=[CH:8][C:7]([C:10]2[NH:14][C:13]3[C:15]([CH:20]=[O:21])=[C:16]([OH:19])[CH:17]=[CH:18][C:12]=3[N:11]=2)=[CH:6][CH:5]=1. The catalyst is O1CCOCC1.[OH-].[Na+].